Predict the product of the given reaction. From a dataset of Forward reaction prediction with 1.9M reactions from USPTO patents (1976-2016). (1) Given the reactants [N+:1]([C:4]1[CH:9]=[C:8]([C:10]([F:13])([F:12])[F:11])[CH:7]=[CH:6][C:5]=1[N:14]1[CH2:19][CH2:18][NH:17][CH2:16][CH2:15]1)([O-:3])=[O:2].C(=O)(O)[O-].[Na+].[C:25](O[C:25]([O:27][C:28]([CH3:31])([CH3:30])[CH3:29])=[O:26])([O:27][C:28]([CH3:31])([CH3:30])[CH3:29])=[O:26], predict the reaction product. The product is: [C:28]([O:27][C:25]([N:17]1[CH2:18][CH2:19][N:14]([C:5]2[CH:6]=[CH:7][C:8]([C:10]([F:11])([F:12])[F:13])=[CH:9][C:4]=2[N+:1]([O-:3])=[O:2])[CH2:15][CH2:16]1)=[O:26])([CH3:31])([CH3:30])[CH3:29]. (2) Given the reactants [CH3:1][O:2][C:3]1[CH:4]=[C:5]([CH:8]=[C:9]([O:12][CH3:13])[C:10]=1[OH:11])[C:6]#[N:7].C(=O)([O-])[O-].[K+].[K+].Cl.Cl[CH2:22][CH2:23][N:24]1[CH2:29][CH2:28][O:27][CH2:26][CH2:25]1, predict the reaction product. The product is: [CH3:13][O:12][C:9]1[CH:8]=[C:5]([CH:4]=[C:3]([O:2][CH3:1])[C:10]=1[O:11][CH2:22][CH2:23][N:24]1[CH2:29][CH2:28][O:27][CH2:26][CH2:25]1)[C:6]#[N:7]. (3) Given the reactants [CH3:1][O:2][C:3](=[O:28])[C:4]1[CH:9]=[C:8]([O:10][CH3:11])[CH:7]=[CH:6][C:5]=1[NH:12][C:13]1[N:17]([C:18]2[CH:23]=[CH:22][CH:21]=[CH:20][C:19]=2[O:24][CH3:25])[N:16]=[C:15]([CH3:26])[C:14]=1Br.Cl.[N:30]1[C:39]2[C:34](=[CH:35][C:36](OB(O)O)=[CH:37][CH:38]=2)[N:33]=[CH:32][CH:31]=1.C(=O)([O-])[O-].[Na+].[Na+], predict the reaction product. The product is: [CH3:1][O:2][C:3](=[O:28])[C:4]1[CH:9]=[C:8]([O:10][CH3:11])[CH:7]=[CH:6][C:5]=1[NH:12][C:13]1[N:17]([C:18]2[CH:23]=[CH:22][CH:21]=[CH:20][C:19]=2[O:24][CH3:25])[N:16]=[C:15]([CH3:26])[C:14]=1[C:37]1[CH:38]=[C:39]2[C:34](=[CH:35][CH:36]=1)[N:33]=[CH:32][CH:31]=[N:30]2. (4) Given the reactants [CH3:1][O:2][C:3]([C:5]1[CH:10]=[N:9][C:8](N)=[C:7]([O:12][CH2:13][CH:14]2[CH2:16][CH2:15]2)[N:6]=1)=[O:4].C[Si]([Br:21])(C)C.N(OC(C)(C)C)=O, predict the reaction product. The product is: [CH3:1][O:2][C:3]([C:5]1[CH:10]=[N:9][C:8]([Br:21])=[C:7]([O:12][CH2:13][CH:14]2[CH2:16][CH2:15]2)[N:6]=1)=[O:4]. (5) Given the reactants [O:1]([C:8]1[CH:13]=[CH:12][C:11]([NH:14][C:15]([C:17]2[NH:18][C:19]3[C:24]([CH:25]=2)=[CH:23][C:22]([Cl:26])=[CH:21][C:20]=3[NH2:27])=[O:16])=[CH:10][CH:9]=1)[C:2]1[CH:7]=[CH:6][CH:5]=[CH:4][CH:3]=1.[C:28]([N:35]1[CH2:39][CH2:38][C:37](=O)[CH2:36]1)([O:30][C:31]([CH3:34])([CH3:33])[CH3:32])=[O:29], predict the reaction product. The product is: [C:31]([O:30][C:28]([N:35]1[CH2:39][CH2:38][CH:37]([NH:27][C:20]2[CH:21]=[C:22]([Cl:26])[CH:23]=[C:24]3[C:19]=2[NH:18][C:17]([C:15](=[O:16])[NH:14][C:11]2[CH:10]=[CH:9][C:8]([O:1][C:2]4[CH:7]=[CH:6][CH:5]=[CH:4][CH:3]=4)=[CH:13][CH:12]=2)=[CH:25]3)[CH2:36]1)=[O:29])([CH3:34])([CH3:32])[CH3:33]. (6) Given the reactants N1C=CC(=O)N=1.[Br-].[CH3:8][C:9]1[N:10]([C:18]2[CH:23]=[CH:22][CH:21]=[CH:20][CH:19]=2)[N+:11]2CCC[O:13][C:12]=2[CH:17]=1.CC1(CC(OCC)=O)OCCO1.C1(NN)C=CC=CC=1.C[O-].[Na+].CC1(CC(NNC2C=CC=CC=2)=O)OCCO1.Cl, predict the reaction product. The product is: [OH:13][C:12]1[CH:17]=[C:9]([CH3:8])[N:10]([C:18]2[CH:19]=[CH:20][CH:21]=[CH:22][CH:23]=2)[N:11]=1. (7) Given the reactants [CH2:1]([O:3][C:4]1[CH:5]=[C:6]([CH:24]=[CH:25][CH:26]=1)[O:7][CH2:8][C:9]([NH:11][C:12]1[CH:17]=[CH:16][C:15]([OH:18])=[CH:14][C:13]=1[NH:19][CH2:20][CH:21]([CH3:23])[CH3:22])=O)[CH3:2], predict the reaction product. The product is: [CH2:1]([O:3][C:4]1[CH:5]=[C:6]([CH:24]=[CH:25][CH:26]=1)[O:7][CH2:8][C:9]1[N:19]([CH2:20][CH:21]([CH3:23])[CH3:22])[C:13]2[CH:14]=[C:15]([OH:18])[CH:16]=[CH:17][C:12]=2[N:11]=1)[CH3:2].